From a dataset of Forward reaction prediction with 1.9M reactions from USPTO patents (1976-2016). Predict the product of the given reaction. (1) Given the reactants C(N(CC)CC)C.[CH:8]([C:10]1[C:18]2[C:13](=[CH:14][CH:15]=[CH:16][CH:17]=2)[N:12](C(OC(C)(C)C)=O)[CH:11]=1)=[O:9].[CH2:26]([O:28][C:29]1[N:34]=[CH:33][C:32]([CH:35]=[N:36][C:37]2[CH:42]=[CH:41][CH:40]=[C:39]([O:43][CH3:44])[CH:38]=2)=[CH:31][CH:30]=1)[CH3:27], predict the reaction product. The product is: [CH2:26]([O:28][C:29]1[N:34]=[CH:33][C:32]([CH:35]([NH:36][C:37]2[CH:42]=[CH:41][CH:40]=[C:39]([O:43][CH3:44])[CH:38]=2)[C:8]([C:10]2[C:18]3[C:13](=[CH:14][CH:15]=[CH:16][CH:17]=3)[NH:12][CH:11]=2)=[O:9])=[CH:31][CH:30]=1)[CH3:27]. (2) Given the reactants [NH2:1][C:2]1[CH:7]=[CH:6][C:5]([CH2:8][CH2:9][CH2:10][CH:11]([N:29]([CH2:34][C:35]([OH:37])=[O:36])[CH2:30][C:31]([OH:33])=[O:32])[CH2:12][N:13]([CH2:18][CH2:19][N:20]([CH2:25][C:26]([OH:28])=[O:27])[CH2:21][C:22]([OH:24])=[O:23])[CH2:14][C:15]([OH:17])=[O:16])=[CH:4][CH:3]=1.[C:38](Cl)(Cl)=[S:39].C(Cl)(Cl)Cl, predict the reaction product. The product is: [C:31]([CH2:30][N:29]([CH2:34][C:35]([OH:37])=[O:36])[CH:11]([CH2:10][CH2:9][CH2:8][C:5]1[CH:6]=[CH:7][C:2]([N:1]=[C:38]=[S:39])=[CH:3][CH:4]=1)[CH2:12][N:13]([CH2:18][CH2:19][N:20]([CH2:21][C:22]([OH:24])=[O:23])[CH2:25][C:26]([OH:28])=[O:27])[CH2:14][C:15]([OH:17])=[O:16])([OH:33])=[O:32]. (3) Given the reactants [Cl:1][C:2]1[CH:7]=[CH:6][C:5]([CH2:8][NH:9][C:10]([C:12]([CH3:15])([CH3:14])[CH3:13])=[O:11])=[CH:4][C:3]=1[NH:16][C:17]1[N:21]([CH3:22])[C:20]2[CH:23]=[C:24]([O:30][CH2:31][CH:32]([F:34])[F:33])[C:25]([C:27]([OH:29])=O)=[CH:26][C:19]=2[N:18]=1.[Cl:35][C:36]1[CH:37]=[C:38]([CH:40]=[CH:41][C:42]=1[F:43])[NH2:39].CN(C(ON1N=NC2C=CC=NC1=2)=[N+](C)C)C.F[P-](F)(F)(F)(F)F, predict the reaction product. The product is: [Cl:35][C:36]1[CH:37]=[C:38]([NH:39][C:27]([C:25]2[C:24]([O:30][CH2:31][CH:32]([F:34])[F:33])=[CH:23][C:20]3[N:21]([CH3:22])[C:17]([NH:16][C:3]4[CH:4]=[C:5]([CH2:8][NH:9][C:10]([C:12]([CH3:14])([CH3:13])[CH3:15])=[O:11])[CH:6]=[CH:7][C:2]=4[Cl:1])=[N:18][C:19]=3[CH:26]=2)=[O:29])[CH:40]=[CH:41][C:42]=1[F:43]. (4) Given the reactants [NH:1]1[CH:5]=[CH:4][N:3]=[N:2]1.[CH3:6][CH2:7][O:8][C:9]([CH3:11])=[O:10], predict the reaction product. The product is: [C:9]([O:8][CH2:7][CH2:6][N:2]1[N:3]=[CH:4][CH:5]=[N:1]1)(=[O:10])[CH3:11].